Dataset: Forward reaction prediction with 1.9M reactions from USPTO patents (1976-2016). Task: Predict the product of the given reaction. Given the reactants Br[C:2]1[CH:3]=[C:4]([NH:14][C:15]([C:17]2[CH:18]=[N:19][CH:20]=[N:21][CH:22]=2)=[O:16])[CH:5]=[N:6][C:7]=1[O:8][CH2:9][C:10]([F:13])([F:12])[F:11].[Cl:23][C:24]1[CH:29]=[CH:28][C:27](B(O)O)=[CH:26][C:25]=1[F:33], predict the reaction product. The product is: [Cl:23][C:24]1[CH:29]=[CH:28][C:27]([C:2]2[CH:3]=[C:4]([NH:14][C:15]([C:17]3[CH:18]=[N:19][CH:20]=[N:21][CH:22]=3)=[O:16])[CH:5]=[N:6][C:7]=2[O:8][CH2:9][C:10]([F:13])([F:12])[F:11])=[CH:26][C:25]=1[F:33].